Dataset: Forward reaction prediction with 1.9M reactions from USPTO patents (1976-2016). Task: Predict the product of the given reaction. (1) Given the reactants C([NH:11][CH2:12][CH2:13][C:14]([NH:16][CH2:17][CH2:18][S:19]([OH:22])(=[O:21])=[O:20])=[O:15])(OCC1C=CC=CC=1)=O.Br, predict the reaction product. The product is: [NH2:11][CH2:12][CH2:13][C:14]([NH:16][CH2:17][CH2:18][S:19]([OH:22])(=[O:20])=[O:21])=[O:15]. (2) Given the reactants [Cl:1][C:2]1[C:3]([CH:12]=[O:13])=[N:4][CH:5]=[C:6]([C:8]([F:11])([F:10])[F:9])[CH:7]=1.[S:14]([OH:18])([CH3:17])(=[O:16])=[O:15].[CH2:19](O)[CH2:20][CH:21]=[CH2:22], predict the reaction product. The product is: [CH3:17][S:14]([O:18][CH:20]1[CH2:21][CH2:22][O:13][CH:12]([C:3]2[C:2]([Cl:1])=[CH:7][C:6]([C:8]([F:11])([F:9])[F:10])=[CH:5][N:4]=2)[CH2:19]1)(=[O:16])=[O:15].